Predict the reaction yield, written as a fraction of the theoretical maximum amount of product (1.0 means a 100% yield; for example, 0.34 means a 34% yield). From a dataset of Reaction yield outcomes from USPTO patents with 853,638 reactions. (1) The catalyst is C(#N)C. The reactants are [CH3:1][O:2][C:3]1[CH:8]=[CH:7][C:6]([C:9]([F:12])([F:11])[F:10])=[CH:5][C:4]=1[NH2:13].ClC(Cl)(O[C:18](=[O:24])OC(Cl)(Cl)Cl)Cl.[CH3:26][N:27]1[C:31]2=[CH:32][N:33]=[CH:34][C:35]([C:36]3[CH:41]=[CH:40][C:39]([NH2:42])=[CH:38][CH:37]=3)=[C:30]2[CH:29]=[N:28]1. The product is [CH3:1][O:2][C:3]1[CH:8]=[CH:7][C:6]([C:9]([F:11])([F:10])[F:12])=[CH:5][C:4]=1[NH:13][C:18]([NH:42][C:39]1[CH:38]=[CH:37][C:36]([C:35]2[CH:34]=[N:33][CH:32]=[C:31]3[N:27]([CH3:26])[N:28]=[CH:29][C:30]=23)=[CH:41][CH:40]=1)=[O:24]. The yield is 0.0900. (2) The reactants are [C:1]([CH2:4][N:5]1[CH2:10][CH2:9][N:8](C(OCC2C=CC=CC=2)=O)[CH2:7][CH2:6]1)(=[O:3])[CH3:2]. The catalyst is [Pd].C(O)C. The product is [C:1]([CH2:4][N:5]1[CH2:10][CH2:9][NH:8][CH2:7][CH2:6]1)(=[O:3])[CH3:2]. The yield is 0.800.